From a dataset of Peptide-MHC class I binding affinity with 185,985 pairs from IEDB/IMGT. Regression. Given a peptide amino acid sequence and an MHC pseudo amino acid sequence, predict their binding affinity value. This is MHC class I binding data. (1) The peptide sequence is SFQVDCFLWH. The MHC is HLA-A33:01 with pseudo-sequence HLA-A33:01. The binding affinity (normalized) is 0.222. (2) The peptide sequence is WSADGSSMY. The MHC is HLA-B07:02 with pseudo-sequence HLA-B07:02. The binding affinity (normalized) is 0.0847. (3) The peptide sequence is RTHTLRDAK. The MHC is HLA-A02:01 with pseudo-sequence HLA-A02:01. The binding affinity (normalized) is 0.0847. (4) The peptide sequence is QFLGQQQPF. The MHC is HLA-A30:02 with pseudo-sequence HLA-A30:02. The binding affinity (normalized) is 0.379. (5) The peptide sequence is NHISVELSL. The MHC is HLA-B38:01 with pseudo-sequence HLA-B38:01. The binding affinity (normalized) is 0.734. (6) The peptide sequence is VLGMLIPLSVCSV. The MHC is H-2-Kb with pseudo-sequence H-2-Kb. The binding affinity (normalized) is 0.144. (7) The peptide sequence is WMRGRGRAL. The MHC is HLA-B08:03 with pseudo-sequence HLA-B08:03. The binding affinity (normalized) is 0.0847.